From a dataset of Forward reaction prediction with 1.9M reactions from USPTO patents (1976-2016). Predict the product of the given reaction. (1) Given the reactants Cl[C:2]1[N:7]2[N:8]=[C:9]([NH2:11])[N:10]=[C:6]2[CH:5]=[N:4][CH:3]=1.[N:12]1[C:21]2[C:16](=[CH:17][CH:18]=[CH:19][CH:20]=2)[CH:15]=[C:14](B2OC(C)(C)C(C)(C)O2)[CH:13]=1.C(=O)([O-])[O-].[Na+].[Na+], predict the reaction product. The product is: [N:12]1[C:21]2[C:16](=[CH:17][CH:18]=[CH:19][CH:20]=2)[CH:15]=[C:14]([C:2]2[N:7]3[N:8]=[C:9]([NH2:11])[N:10]=[C:6]3[CH:5]=[N:4][CH:3]=2)[CH:13]=1. (2) Given the reactants [CH2:1]([O:3][C:4]1[C:12]([F:13])=[CH:11][C:7]([C:8](O)=[O:9])=[CH:6][C:5]=1[F:14])[CH3:2], predict the reaction product. The product is: [CH2:1]([O:3][C:4]1[C:5]([F:14])=[CH:6][C:7]([CH2:8][OH:9])=[CH:11][C:12]=1[F:13])[CH3:2].